Dataset: Retrosynthesis with 50K atom-mapped reactions and 10 reaction types from USPTO. Task: Predict the reactants needed to synthesize the given product. Given the product COC(=O)C1(C(=O)O)CCN(C(=O)OC(C)(C)C)CC1, predict the reactants needed to synthesize it. The reactants are: COC(=O)C1(C(=O)OC)CCN(C(=O)OC(C)(C)C)CC1.